This data is from Full USPTO retrosynthesis dataset with 1.9M reactions from patents (1976-2016). The task is: Predict the reactants needed to synthesize the given product. (1) Given the product [Cl:11][C:8]1[CH:9]=[CH:10][C:5]([C:3](=[O:4])[CH2:2][S:14][C:12]#[N:13])=[CH:6][CH:7]=1, predict the reactants needed to synthesize it. The reactants are: Cl[CH2:2][C:3]([C:5]1[CH:10]=[CH:9][C:8]([Cl:11])=[CH:7][CH:6]=1)=[O:4].[C:12]([S-:14])#[N:13].[K+]. (2) Given the product [CH2:24]([O:13][C:12]1[C:3]([O:2][CH3:1])=[CH:4][C:5]([C:6]([OH:8])=[O:7])=[CH:10][C:11]=1[O:14][CH3:15])[C:25]1[CH:30]=[CH:29][CH:28]=[CH:27][CH:26]=1, predict the reactants needed to synthesize it. The reactants are: [CH3:1][O:2][C:3]1[CH:4]=[C:5]([CH:10]=[C:11]([O:14][CH3:15])[C:12]=1[OH:13])[C:6]([O:8]C)=[O:7].C(=O)([O-])[O-].[K+].[K+].[I-].[K+].[CH2:24](Cl)[C:25]1[CH:30]=[CH:29][CH:28]=[CH:27][CH:26]=1. (3) Given the product [CH2:1]([O:3][C:4]([C:6]1[C:14]2[C:9](=[CH:10][CH:11]=[C:12]([O:15][C:33]3[CH:32]=[CH:31][CH:30]=[C:29]([Cl:28])[CH:34]=3)[CH:13]=2)[N:8]([C:16]2[CH:17]=[CH:18][CH:19]=[CH:20][CH:21]=2)[C:7]=1[CH2:22][C:23]([O:25][CH2:26][CH3:27])=[O:24])=[O:5])[CH3:2], predict the reactants needed to synthesize it. The reactants are: [CH2:1]([O:3][C:4]([C:6]1[C:14]2[C:9](=[CH:10][CH:11]=[C:12]([OH:15])[CH:13]=2)[N:8]([C:16]2[CH:21]=[CH:20][CH:19]=[CH:18][CH:17]=2)[C:7]=1[CH2:22][C:23]([O:25][CH2:26][CH3:27])=[O:24])=[O:5])[CH3:2].[Cl:28][C:29]1[CH:30]=[C:31](B(O)O)[CH:32]=[CH:33][CH:34]=1. (4) Given the product [Br:1][C:2]1[CH:3]=[C:4]([NH:8][CH:9]([C:12]2[CH:13]=[C:14]([CH3:18])[CH:15]=[CH:16][CH:17]=2)[C:10]([NH2:11])=[O:22])[CH:5]=[N:6][CH:7]=1, predict the reactants needed to synthesize it. The reactants are: [Br:1][C:2]1[CH:3]=[C:4]([NH:8][CH:9]([C:12]2[CH:13]=[C:14]([CH3:18])[CH:15]=[CH:16][CH:17]=2)[C:10]#[N:11])[CH:5]=[N:6][CH:7]=1.O.CC(=O)[O:22]CC.